Dataset: Forward reaction prediction with 1.9M reactions from USPTO patents (1976-2016). Task: Predict the product of the given reaction. (1) Given the reactants [CH3:1][C:2]1[NH:9][C:5]2[N:6]=[CH:7][S:8][C:4]=2[C:3]=1[CH2:10][C:11]1[CH:16]=[CH:15][CH:14]=[CH:13][C:12]=1[S:17]([N:20]1[CH2:24][CH2:23][CH2:22][CH2:21]1)(=[O:19])=[O:18].C(=O)([O-])[O-].[K+].[K+].Br[CH2:32][C:33]([O:35][CH2:36][CH3:37])=[O:34].[I-].[K+], predict the reaction product. The product is: [CH3:1][C:2]1[N:9]([CH2:32][C:33]([O:35][CH2:36][CH3:37])=[O:34])[C:5]2[N:6]=[CH:7][S:8][C:4]=2[C:3]=1[CH2:10][C:11]1[CH:16]=[CH:15][CH:14]=[CH:13][C:12]=1[S:17]([N:20]1[CH2:24][CH2:23][CH2:22][CH2:21]1)(=[O:19])=[O:18]. (2) Given the reactants [C:1]([C:3]1[CH:12]=[C:11]([NH:13][CH2:14][C:15]([O:17][C:18]([CH3:21])([CH3:20])[CH3:19])=[O:16])[C:10]2[C:5](=[CH:6][CH:7]=[C:8]([C:22]([F:25])([F:24])[F:23])[CH:9]=2)[N:4]=1)#[N:2].C1C[O:29]CC1, predict the reaction product. The product is: [C:1]([C:3]1[CH:12]=[C:11]([NH:13][CH2:14][C:15]([O:17][C:18]([CH3:20])([CH3:21])[CH3:19])=[O:16])[C:10]2[C:5](=[CH:6][CH:7]=[C:8]([C:22]([F:25])([F:24])[F:23])[CH:9]=2)[N:4]=1)(=[O:29])[NH2:2]. (3) Given the reactants N(C(OCC)=O)=NC(OCC)=O.[NH2:13][C:14]1[N:19]=[CH:18][N:17]=[C:16]2[NH:20][N:21]=[C:22]([C:23]3[CH:28]=[CH:27][C:26]([NH:29][C:30](=[O:42])[C:31]4[CH:36]=[CH:35][C:34]([C:37]([F:40])([F:39])[F:38])=[CH:33][C:32]=4[F:41])=[C:25]([O:43][CH3:44])[CH:24]=3)[C:15]=12.C1(P(C2C=CC=CC=2)C2C=CC=CC=2)C=CC=CC=1.[O:64]1[CH2:69][CH2:68][CH:67](O)[CH2:66][CH2:65]1, predict the reaction product. The product is: [NH2:13][C:14]1[N:19]=[CH:18][N:17]=[C:16]2[N:20]([CH:67]3[CH2:68][CH2:69][O:64][CH2:65][CH2:66]3)[N:21]=[C:22]([C:23]3[CH:28]=[CH:27][C:26]([NH:29][C:30](=[O:42])[C:31]4[CH:36]=[CH:35][C:34]([C:37]([F:39])([F:40])[F:38])=[CH:33][C:32]=4[F:41])=[C:25]([O:43][CH3:44])[CH:24]=3)[C:15]=12. (4) The product is: [CH3:9][O:8][C:5]1[C:4]2[N:10]([CH2:13][O:14][CH2:15][CH2:16][Si:17]([CH3:20])([CH3:19])[CH3:18])[CH:11]=[CH:12][C:3]=2[C:2]([C:22]#[N:24])=[CH:7][N:6]=1. Given the reactants Br[C:2]1[CH:7]=[N:6][C:5]([O:8][CH3:9])=[C:4]2[N:10]([CH2:13][O:14][CH2:15][CH2:16][Si:17]([CH3:20])([CH3:19])[CH3:18])[CH:11]=[CH:12][C:3]=12.C[C:22]([N:24](C)C)=O, predict the reaction product. (5) Given the reactants [O:1]=[CH:2][C@@H:3]([C@H:5]([C@H:7]([C@@H:9](CO)[OH:10])[OH:8])[OH:6])[OH:4].O=C[C@@H]([C@@H]([C@H]([C@H](C)O)O)O)O.O=C[C@@H]([C@H]([C@H]([C@@H](C(O)=O)O)O)O)O.O=C[C@@H]([C@H]([C@@H]([C@@H](CO)O)O)O)O, predict the reaction product. The product is: [O:1]=[CH:2][C@H:3]([C@@H:5]([C@@H:7]([CH2:9][OH:10])[OH:8])[OH:6])[OH:4]. (6) The product is: [C:35]([O:27][C@@H:5]([CH2:6][CH2:7][CH2:8][O:9][Si:10]([C:23]([CH3:24])([CH3:26])[CH3:25])([C:17]1[CH:18]=[CH:19][CH:20]=[CH:21][CH:22]=1)[C:11]1[CH:12]=[CH:13][CH:14]=[CH:15][CH:16]=1)[CH2:4][C:2]([Br:1])=[CH2:3])(=[O:37])[CH3:36]. Given the reactants [Br:1][C:2]([CH2:4][C@@H:5]([OH:27])[CH2:6][CH2:7][CH2:8][O:9][Si:10]([C:23]([CH3:26])([CH3:25])[CH3:24])([C:17]1[CH:22]=[CH:21][CH:20]=[CH:19][CH:18]=1)[C:11]1[CH:16]=[CH:15][CH:14]=[CH:13][CH:12]=1)=[CH2:3].C(N(CC)CC)C.[C:35](OC(=O)C)(=[O:37])[CH3:36], predict the reaction product. (7) Given the reactants [NH2:1][CH2:2][CH2:3][C:4]1[CH:9]=[CH:8][C:7]([CH2:10][CH2:11][C:12]2[N:13]=[C:14]([NH:17][C:18](=[O:20])[CH3:19])[S:15][CH:16]=2)=[CH:6][CH:5]=1.C(N(CC)C(C)C)(C)C.[CH3:30][S:31](Cl)(=[O:33])=[O:32].O, predict the reaction product. The product is: [CH3:30][S:31]([NH:1][CH2:2][CH2:3][C:4]1[CH:9]=[CH:8][C:7]([CH2:10][CH2:11][C:12]2[N:13]=[C:14]([NH:17][C:18](=[O:20])[CH3:19])[S:15][CH:16]=2)=[CH:6][CH:5]=1)(=[O:33])=[O:32]. (8) Given the reactants [CH3:1][O:2][C:3]1[C:8]2[C:9](=[O:18])[NH:10][N:11]([CH:12]3[CH2:17][CH2:16][CH2:15][O:14][CH2:13]3)[C:7]=2[CH:6]=[CH:5][N:4]=1.N1C=CC=CC=1.[F:25][C:26]([F:39])([F:38])[S:27](O[S:27]([C:26]([F:39])([F:38])[F:25])(=[O:29])=[O:28])(=[O:29])=[O:28].[Cl-].[NH4+], predict the reaction product. The product is: [F:25][C:26]([F:39])([F:38])[S:27]([O:18][C:9]1[C:8]2[C:3]([O:2][CH3:1])=[N:4][CH:5]=[CH:6][C:7]=2[N:11]([CH:12]2[CH2:17][CH2:16][CH2:15][O:14][CH2:13]2)[N:10]=1)(=[O:29])=[O:28].